This data is from Peptide-MHC class II binding affinity with 134,281 pairs from IEDB. The task is: Regression. Given a peptide amino acid sequence and an MHC pseudo amino acid sequence, predict their binding affinity value. This is MHC class II binding data. (1) The peptide sequence is SSTVKLRQNEFGPAR. The MHC is DRB5_0101 with pseudo-sequence DRB5_0101. The binding affinity (normalized) is 0.318. (2) The peptide sequence is EEAEISGSSARYDVA. The MHC is HLA-DQA10303-DQB10402 with pseudo-sequence HLA-DQA10303-DQB10402. The binding affinity (normalized) is 0.278.